From a dataset of Reaction yield outcomes from USPTO patents with 853,638 reactions. Predict the reaction yield, written as a fraction of the theoretical maximum amount of product (1.0 means a 100% yield; for example, 0.34 means a 34% yield). (1) The reactants are [C:1]([O:5][C:6]([NH:8][C:9]1[CH:10]=[C:11]([CH2:16][CH:17]([O:23][CH2:24][CH3:25])[C:18]([O:20][CH2:21][CH3:22])=[O:19])[CH:12]=[CH:13][C:14]=1[OH:15])=[O:7])([CH3:4])([CH3:3])[CH3:2].[CH3:26][S:27]([O:30][C:31]1[CH:36]=[CH:35][C:34]([CH2:37][CH2:38]OS(C)(=O)=O)=[CH:33][CH:32]=1)(=[O:29])=[O:28].C(=O)([O-])[O-].[K+].[K+]. The catalyst is CC(=O)CC. The product is [C:1]([O:5][C:6]([NH:8][C:9]1[CH:10]=[C:11]([CH2:16][CH:17]([O:23][CH2:24][CH3:25])[C:18]([O:20][CH2:21][CH3:22])=[O:19])[CH:12]=[CH:13][C:14]=1[O:15][CH2:38][CH2:37][C:34]1[CH:33]=[CH:32][C:31]([O:30][S:27]([CH3:26])(=[O:28])=[O:29])=[CH:36][CH:35]=1)=[O:7])([CH3:4])([CH3:2])[CH3:3]. The yield is 0.210. (2) The reactants are [Br:1][C:2]1[C:22]([Cl:23])=[CH:21][C:5]2[N:6]([CH2:9][C:10]3[CH:20]=[CH:19][C:13]4[N:14]=[C:15]([S:17][CH3:18])[O:16][C:12]=4[CH:11]=3)[CH:7]=[N:8][C:4]=2[CH:3]=1.C1C=C(Cl)C=C(C(OO)=[O:32])C=1. The catalyst is C(Cl)Cl. The product is [Br:1][C:2]1[C:22]([Cl:23])=[CH:21][C:5]2[N:6]([CH2:9][C:10]3[CH:20]=[CH:19][C:13]4[N:14]=[C:15]([S:17]([CH3:18])=[O:32])[O:16][C:12]=4[CH:11]=3)[CH:7]=[N:8][C:4]=2[CH:3]=1. The yield is 0.875. (3) The reactants are C[O:2][CH2:3][C:4]1[N:5]([CH2:14][O:15][CH2:16][CH2:17][Si:18]([CH3:21])([CH3:20])[CH3:19])[CH:6]=[CH:7][C:8]=1[C:9]([O:11][CH2:12][CH3:13])=[O:10].BrC1N(COCC[Si](C)(C)C)C(COC)=C(C(OCC)=O)C=1. The catalyst is C1(C)C=CC=CC=1. The product is [CH:3]([C:4]1[N:5]([CH2:14][O:15][CH2:16][CH2:17][Si:18]([CH3:19])([CH3:21])[CH3:20])[CH:6]=[CH:7][C:8]=1[C:9]([O:11][CH2:12][CH3:13])=[O:10])=[O:2]. The yield is 0.950. (4) The reactants are C(O)(=O)C(O)=O.[Cl:7][C:8]1[CH:9]=[C:10]([CH:15]2[CH2:19][CH2:18][NH:17][CH2:16]2)[CH:11]=[C:12]([Cl:14])[CH:13]=1. The yield is 0.980. The product is [Cl:7][C:8]1[CH:9]=[C:10]([C@H:15]2[CH2:19][CH2:18][NH:17][CH2:16]2)[CH:11]=[C:12]([Cl:14])[CH:13]=1. The catalyst is [OH-].[Na+]. (5) The reactants are C1(C2C=CC=CC=2)C=CC(OCC2OC(C(O)=O)=CC=2)=CC=1.Cl.[C:24]([O:28][C:29](=[O:35])[C@H:30]1[CH2:34][CH2:33][CH2:32][NH:31]1)([CH3:27])([CH3:26])[CH3:25].Cl.C(N=C=NCCCN(C)C)C. The catalyst is O1CCCC1. The product is [C:24]([O:28][C:29]([CH:30]1[CH2:34][CH2:33][CH2:32][NH:31]1)=[O:35])([CH3:27])([CH3:25])[CH3:26]. The yield is 0.560. (6) The reactants are Cl.[CH2:2]([O:9][C:10]1[CH:15]=[CH:14][N:13]([C:16]2[CH:24]=[C:23]3[C:19]([C:20]4[CH2:29][CH2:28][N:27](CCO)[CH2:26][C:21]=4[N:22]3[CH3:25])=[CH:18][CH:17]=2)[C:12](=[O:33])[CH:11]=1)[C:3]1[CH:8]=[CH:7][CH:6]=[CH:5][CH:4]=1.C([O-])(O)=O.[Na+].[Cl:39][CH2:40][C:41](Cl)=[O:42]. The catalyst is C(Cl)Cl. The product is [CH2:2]([O:9][C:10]1[CH:15]=[CH:14][N:13]([C:16]2[CH:24]=[C:23]3[C:19]([C:20]4[CH2:29][CH2:28][N:27]([C:41](=[O:42])[CH2:40][Cl:39])[CH2:26][C:21]=4[N:22]3[CH3:25])=[CH:18][CH:17]=2)[C:12](=[O:33])[CH:11]=1)[C:3]1[CH:8]=[CH:7][CH:6]=[CH:5][CH:4]=1. The yield is 1.00.